Dataset: Forward reaction prediction with 1.9M reactions from USPTO patents (1976-2016). Task: Predict the product of the given reaction. (1) Given the reactants [O:1]=[C:2]1[C@@H:6]([N:7]2[C:13](=[O:14])[CH2:12][CH2:11][N:10]([C:15]3[CH:20]=[CH:19][CH:18]=[C:17]([C:21]([F:24])([F:23])[F:22])[CH:16]=3)[CH2:9][CH2:8]2)[CH2:5][CH2:4][O:3]1.[CH3:25][NH:26][CH3:27], predict the reaction product. The product is: [OH:3][CH2:4][CH2:5][C@H:6]([N:7]1[C:13](=[O:14])[CH2:12][CH2:11][N:10]([C:15]2[CH:20]=[CH:19][CH:18]=[C:17]([C:21]([F:23])([F:22])[F:24])[CH:16]=2)[CH2:9][CH2:8]1)[C:2]([N:26]([CH3:27])[CH3:25])=[O:1]. (2) Given the reactants [CH2:1]([O:3][C:4]([C:6]1[C:11]([OH:12])=[CH:10][C:9](=[O:13])[NH:8][CH:7]=1)=[O:5])[CH3:2].[N+:14]([O-])([OH:16])=[O:15], predict the reaction product. The product is: [CH2:1]([O:3][C:4]([C:6]1[C:11]([OH:12])=[C:10]([N+:14]([O-:16])=[O:15])[C:9](=[O:13])[NH:8][CH:7]=1)=[O:5])[CH3:2]. (3) Given the reactants [CH:1]1([N:4]([CH2:36][C:37]2[CH:42]=[CH:41][CH:40]=[C:39]([Cl:43])[C:38]=2[Cl:44])[C:5](=[O:35])[CH:6]([CH2:16][C:17]2[CH:22]=[CH:21][C:20]([CH2:23][CH2:24][O:25][C:26]3[C:31]([Cl:32])=[CH:30][C:29]([CH3:33])=[CH:28][C:27]=3[Cl:34])=[CH:19][CH:18]=2)[CH2:7][NH:8]C(=O)OC(C)(C)C)[CH2:3][CH2:2]1.Cl, predict the reaction product. The product is: [NH2:8][CH2:7][CH:6]([CH2:16][C:17]1[CH:22]=[CH:21][C:20]([CH2:23][CH2:24][O:25][C:26]2[C:27]([Cl:34])=[CH:28][C:29]([CH3:33])=[CH:30][C:31]=2[Cl:32])=[CH:19][CH:18]=1)[C:5]([N:4]([CH:1]1[CH2:3][CH2:2]1)[CH2:36][C:37]1[CH:42]=[CH:41][CH:40]=[C:39]([Cl:43])[C:38]=1[Cl:44])=[O:35]. (4) Given the reactants [Cl:1][C:2]1[CH:7]=[CH:6][CH:5]=[C:4]([Cl:8])[C:3]=1[C:9]1[NH:13][N:12]=[N:11][N:10]=1.Br[CH2:15][C:16]1[CH:21]=[CH:20][CH:19]=[CH:18][C:17]=1[C:22]([F:25])([F:24])[F:23].BrCC1C=CC=CC=1C, predict the reaction product. The product is: [Cl:8][C:4]1[CH:5]=[CH:6][CH:7]=[C:2]([Cl:1])[C:3]=1[C:9]1[N:13]([CH2:15][C:16]2[CH:21]=[CH:20][CH:19]=[CH:18][C:17]=2[C:22]([F:23])([F:24])[F:25])[N:12]=[N:11][N:10]=1. (5) Given the reactants Br[C:2]1[CH:7]=[C:6]([F:8])[CH:5]=[CH:4][C:3]=1[S:9]([NH:12][C:13]1[C:22]([C:23]([O:25][CH3:26])=[O:24])=[C:21]2[C:16]([CH:17]3[CH2:27][CH:18]3[CH2:19][O:20]2)=[C:15]([F:28])[CH:14]=1)(=[O:11])=[O:10].[CH2:29]([N:31]([CH2:48][CH3:49])[CH2:32]/[CH:33]=[CH:34]\[Sn](CCCC)(CCCC)CCCC)[CH3:30].F[B-](F)(F)F.C([PH+](C(C)(C)C)C(C)(C)C)(C)(C)C, predict the reaction product. The product is: [CH2:29]([N:31]([CH2:48][CH3:49])[CH2:32]/[CH:33]=[CH:34]\[C:2]1[CH:7]=[C:6]([F:8])[CH:5]=[CH:4][C:3]=1[S:9]([NH:12][C:13]1[C:22]([C:23]([O:25][CH3:26])=[O:24])=[C:21]2[C:16]([CH:17]3[CH2:27][CH:18]3[CH2:19][O:20]2)=[C:15]([F:28])[CH:14]=1)(=[O:11])=[O:10])[CH3:30]. (6) Given the reactants [N:1]1[CH:6]=[CH:5][CH:4]=[C:3](B(O)O)[CH:2]=1.Cl[C:11]1[S:12][CH:13]=[C:14]([Cl:16])[N:15]=1.C(O)C.C([O-])([O-])=O.[K+].[K+], predict the reaction product. The product is: [Cl:16][C:14]1[N:15]=[C:11]([C:3]2[CH:2]=[N:1][CH:6]=[CH:5][CH:4]=2)[S:12][CH:13]=1.